Predict the product of the given reaction. From a dataset of Forward reaction prediction with 1.9M reactions from USPTO patents (1976-2016). (1) Given the reactants Cl.[NH2:2][C:3]1([CH2:8]Cl)[CH2:7][CH2:6][CH2:5][CH2:4]1.[N+:10]([C:13]1[C:22]2[CH2:21][CH2:20][CH2:19][CH2:18][C:17]=2[C:16]([N:23]=[C:24]=[S:25])=[CH:15][CH:14]=1)([O-:12])=[O:11], predict the reaction product. The product is: [N+:10]([C:13]1[C:22]2[CH2:21][CH2:20][CH2:19][CH2:18][C:17]=2[C:16]([N:23]=[C:24]2[S:25][CH2:8][C:3]3([CH2:7][CH2:6][CH2:5][CH2:4]3)[NH:2]2)=[CH:15][CH:14]=1)([O-:12])=[O:11]. (2) The product is: [C:1]([O:5][C:6]([N:8]1[CH2:20][CH2:19][C:18]2[C:17]3[C:12](=[CH:13][C:14]([N:33]4[CH:34]=[CH:35][C:30]([C:27]5[CH:28]=[CH:29][C:24]([Cl:23])=[CH:25][C:26]=5[O:37][CH3:38])=[CH:31][C:32]4=[O:36])=[CH:15][CH:16]=3)[N:11]([CH3:22])[C:10]=2[CH2:9]1)=[O:7])([CH3:4])([CH3:3])[CH3:2]. Given the reactants [C:1]([O:5][C:6]([N:8]1[CH2:20][CH2:19][C:18]2[C:17]3[C:12](=[CH:13][C:14](Br)=[CH:15][CH:16]=3)[N:11]([CH3:22])[C:10]=2[CH2:9]1)=[O:7])([CH3:4])([CH3:3])[CH3:2].[Cl:23][C:24]1[CH:29]=[CH:28][C:27]([C:30]2[CH:35]=[CH:34][NH:33][C:32](=[O:36])[CH:31]=2)=[C:26]([O:37][CH3:38])[CH:25]=1.C([O-])([O-])=O.[Cs+].[Cs+].OC1C=CC=C2C=1N=CC=C2, predict the reaction product. (3) Given the reactants Cl.[C:2]1([NH:8][NH2:9])[CH:7]=[CH:6][CH:5]=[CH:4][CH:3]=1.C(N(CC)CC)C.[CH:17]([NH:19][C:20](=O)[CH2:21][C:22]1[CH:27]=[CH:26][CH:25]=[CH:24][CH:23]=1)=O, predict the reaction product. The product is: [CH2:21]([C:20]1[N:8]([C:2]2[CH:7]=[CH:6][CH:5]=[CH:4][CH:3]=2)[N:9]=[CH:17][N:19]=1)[C:22]1[CH:27]=[CH:26][CH:25]=[CH:24][CH:23]=1. (4) Given the reactants [Br:1][C:2]1[C:3]([OH:19])=[C:4]([CH:14]=[C:15]([Br:18])[C:16]=1[F:17])/[CH:5]=[C:6]1/[C:7](=[O:13])[N:8]=[C:9](SC)[S:10]/1.Cl.Cl.[NH:22]1[CH2:27][CH2:26][CH2:25][CH2:24][NH:23]1.C(N(CC)CC)C, predict the reaction product. The product is: [N:22]1([C:9]2[S:10]/[C:6](=[CH:5]\[C:4]3[CH:14]=[C:15]([Br:18])[C:16]([F:17])=[C:2]([Br:1])[C:3]=3[OH:19])/[C:7](=[O:13])[N:8]=2)[CH2:27][CH2:26][CH2:25][CH2:24][NH:23]1.